This data is from Retrosynthesis with 50K atom-mapped reactions and 10 reaction types from USPTO. The task is: Predict the reactants needed to synthesize the given product. The reactants are: CCCc1cc(C(=O)OC)ccc1OCc1ccccc1. Given the product CCCc1cc(C(=O)O)ccc1OCc1ccccc1, predict the reactants needed to synthesize it.